From a dataset of Full USPTO retrosynthesis dataset with 1.9M reactions from patents (1976-2016). Predict the reactants needed to synthesize the given product. (1) Given the product [C:3]([O:7][C:8]([N:10]1[C:18]2[C:13](=[CH:14][CH:15]=[C:16]([CH2:27][C:28]3[CH:33]=[CH:32][CH:31]=[CH:30][CH:29]=3)[CH:17]=2)[C:12]2([CH2:22][N:21]([C:23](=[O:25])[CH3:24])[CH2:20]2)[CH2:11]1)=[O:9])([CH3:6])([CH3:5])[CH3:4], predict the reactants needed to synthesize it. The reactants are: [Li+].[Br-].[C:3]([O:7][C:8]([N:10]1[C:18]2[C:13](=[CH:14][CH:15]=[C:16](Cl)[CH:17]=2)[C:12]2([CH2:22][N:21]([C:23](=[O:25])[CH3:24])[CH2:20]2)[CH2:11]1)=[O:9])([CH3:6])([CH3:5])[CH3:4].[Br-].[CH2:27]([Zn+])[C:28]1[CH:33]=[CH:32][CH:31]=[CH:30][CH:29]=1. (2) Given the product [CH2:12]([O:19][C:20]1[N:21]=[N:22][C:23]([C:26]#[C:27][C:2]2[N:7]=[CH:6][C:5]([O:8][CH2:9][CH2:10][OH:11])=[CH:4][CH:3]=2)=[CH:24][CH:25]=1)[C:13]1[CH:14]=[CH:15][CH:16]=[CH:17][CH:18]=1, predict the reactants needed to synthesize it. The reactants are: Br[C:2]1[N:7]=[CH:6][C:5]([O:8][CH2:9][CH2:10][OH:11])=[CH:4][CH:3]=1.[CH2:12]([O:19][C:20]1[N:21]=[N:22][C:23]([C:26]#[CH:27])=[CH:24][CH:25]=1)[C:13]1[CH:18]=[CH:17][CH:16]=[CH:15][CH:14]=1. (3) Given the product [NH2:1][C@@:2]([C:6]1[CH:15]=[CH:14][C:13]2[C:8](=[CH:9][CH:10]=[C:11]([O:16][C@H:17]3[CH2:18][CH2:19][C@H:20]([CH2:23][CH2:24][CH2:25][CH3:26])[CH2:21][CH2:22]3)[CH:12]=2)[CH:7]=1)([CH3:5])[CH2:3][OH:4], predict the reactants needed to synthesize it. The reactants are: [NH2:1][C@@:2]([C:6]1[CH:15]=[CH:14][C:13]2[C:8](=[CH:9][CH:10]=[C:11]([O:16][CH:17]3[CH2:22][CH2:21][CH:20]([CH2:23][CH2:24][CH2:25][CH3:26])[CH2:19][CH2:18]3)[CH:12]=2)[CH:7]=1)([CH3:5])[CH2:3][OH:4].[OH-].[Li+].C(O)C.O. (4) Given the product [CH3:1][N:2]1[C:6]([B:28]2[O:32][C:31]([CH3:34])([CH3:33])[C:30]([CH3:36])([CH3:35])[O:29]2)=[C:5]([CH3:7])[CH:4]=[N:3]1, predict the reactants needed to synthesize it. The reactants are: [CH3:1][N:2]1[CH:6]=[C:5]([CH3:7])[CH:4]=[N:3]1.O1CCCC1.C([Li])CCC.CCCCCC.C(O[B:28]1[O:32][C:31]([CH3:34])([CH3:33])[C:30]([CH3:36])([CH3:35])[O:29]1)(C)C. (5) Given the product [C:8]([C:12]1[CH:13]=[C:14]([CH2:30][OH:31])[C:15]([O:28][CH3:29])=[C:16]([NH:18][C:19](=[O:27])[NH:32][C:33]2[C:42]3[C:37](=[CH:38][CH:39]=[CH:40][CH:41]=3)[C:36]([O:43][C:44]3[CH:49]=[CH:48][N:47]=[C:46]([NH:50][C:51]4[CH:52]=[C:53]([CH:67]=[C:68]([C:70]#[CH:71])[CH:69]=4)[C:54]([NH:56][CH2:57][CH2:58][O:59][CH2:60][CH2:61][O:62][CH2:63][CH2:64][O:65][CH3:66])=[O:55])[CH:45]=3)=[CH:35][CH:34]=2)[CH:17]=1)([CH3:9])([CH3:10])[CH3:11], predict the reactants needed to synthesize it. The reactants are: C(N(CC)CC)C.[C:8]([C:12]1[CH:13]=[C:14]([CH2:30][OH:31])[C:15]([O:28][CH3:29])=[C:16]([NH:18][C:19](=[O:27])OC2C=CC=CC=2)[CH:17]=1)([CH3:11])([CH3:10])[CH3:9].[NH2:32][C:33]1[C:42]2[C:37](=[CH:38][CH:39]=[CH:40][CH:41]=2)[C:36]([O:43][C:44]2[CH:49]=[CH:48][N:47]=[C:46]([NH:50][C:51]3[CH:52]=[C:53]([CH:67]=[C:68]([C:70]#[CH:71])[CH:69]=3)[C:54]([NH:56][CH2:57][CH2:58][O:59][CH2:60][CH2:61][O:62][CH2:63][CH2:64][O:65][CH3:66])=[O:55])[CH:45]=2)=[CH:35][CH:34]=1. (6) Given the product [CH2:1]([O:2][C:3]1[CH:4]=[C:5]([NH:9][C:10]2[CH:26]=[CH:25][C:13]3[S:14][C:15]([C:18]4[CH:23]=[CH:22][N:21]=[C:20]([NH2:24])[N:19]=4)=[C:16]([CH3:17])[C:12]=3[CH:11]=2)[CH:6]=[CH:7][CH:8]=1)[C:28]1[CH:33]=[CH:32][CH:31]=[CH:30][CH:29]=1, predict the reactants needed to synthesize it. The reactants are: [CH3:1][O:2][C:3]1[CH:4]=[C:5]([NH:9][C:10]2[CH:26]=[CH:25][C:13]3[S:14][C:15]([C:18]4[CH:23]=[CH:22][N:21]=[C:20]([NH2:24])[N:19]=4)=[C:16]([CH3:17])[C:12]=3[CH:11]=2)[CH:6]=[CH:7][CH:8]=1.C(O[C:28]1[CH:33]=[C:32]([CH:31]=[CH:30][CH:29]=1)N)[C:28]1[CH:33]=[CH:32][CH:31]=[CH:30][CH:29]=1.COC1C=C(C=CC=1)N. (7) Given the product [CH2:19]([N:8]1[C:9]2[C:4](=[CH:3][C:2]([Br:1])=[CH:11][CH:10]=2)[CH2:5][CH2:6][C:7]1=[O:12])[C:20]1[CH:25]=[CH:24][CH:23]=[CH:22][CH:21]=1, predict the reactants needed to synthesize it. The reactants are: [Br:1][C:2]1[CH:3]=[C:4]2[C:9](=[CH:10][CH:11]=1)[NH:8][C:7](=[O:12])[CH2:6][CH2:5]2.CC(C)([O-])C.[K+].[CH2:19](Br)[C:20]1[CH:25]=[CH:24][CH:23]=[CH:22][CH:21]=1.Cl. (8) The reactants are: [C:1]([OH:7])(=[O:6])[CH2:2][CH2:3][CH2:4][CH3:5].[C:8]1([CH2:14][CH2:15]O)[CH:13]=[CH:12][CH:11]=[CH:10][CH:9]=1. Given the product [C:1]([O:7][CH2:15][CH2:14][C:8]1[CH:13]=[CH:12][CH:11]=[CH:10][CH:9]=1)(=[O:6])[CH2:2][CH2:3][CH2:4][CH3:5], predict the reactants needed to synthesize it. (9) Given the product [NH2:19][C:11]1[O:12][C@H:13]([C:15]([F:16])([F:17])[F:18])[CH2:14][C@:9]([C:7]2[CH:8]=[C:3]([C:1]#[C:2][C:24]3[CH:31]=[CH:30][C:27]([C:28]#[N:29])=[CH:26][N:25]=3)[CH:4]=[CH:5][C:6]=2[F:22])([CH2:20][F:21])[N:10]=1, predict the reactants needed to synthesize it. The reactants are: [C:1]([C:3]1[CH:4]=[CH:5][C:6]([F:22])=[C:7]([C@:9]2([CH2:20][F:21])[CH2:14][C@@H:13]([C:15]([F:18])([F:17])[F:16])[O:12][C:11]([NH2:19])=[N:10]2)[CH:8]=1)#[CH:2].Br[C:24]1[CH:31]=[CH:30][C:27]([C:28]#[N:29])=[CH:26][N:25]=1.C(N(CC)CC)C.